This data is from Reaction yield outcomes from USPTO patents with 853,638 reactions. The task is: Predict the reaction yield, written as a fraction of the theoretical maximum amount of product (1.0 means a 100% yield; for example, 0.34 means a 34% yield). The reactants are [CH3:1][C:2]1([CH3:19])[CH2:11][C:10](=[O:12])[C:9]2[C:4](=[CH:5][CH:6]=[C:7]([C:13]#[C:14][Si](C)(C)C)[CH:8]=2)[S:3]1.C([O-])([O-])=O.[K+].[K+]. The catalyst is CO.O. The product is [C:13]([C:7]1[CH:8]=[C:9]2[C:4](=[CH:5][CH:6]=1)[S:3][C:2]([CH3:1])([CH3:19])[CH2:11][C:10]2=[O:12])#[CH:14]. The yield is 0.990.